Dataset: Full USPTO retrosynthesis dataset with 1.9M reactions from patents (1976-2016). Task: Predict the reactants needed to synthesize the given product. (1) Given the product [O:3]=[C:4]1[CH2:9][CH2:8][CH:7]([CH2:10][C:11]([O:13][CH2:14][C:15]2[CH:16]=[CH:17][CH:18]=[CH:19][CH:20]=2)=[O:12])[CH2:6][CH2:5]1, predict the reactants needed to synthesize it. The reactants are: C1O[C:4]2([CH2:9][CH2:8][CH:7]([CH2:10][C:11]([O:13][CH2:14][C:15]3[CH:20]=[CH:19][CH:18]=[CH:17][CH:16]=3)=[O:12])[CH2:6][CH2:5]2)[O:3]C1.O.O.C1(C)C=CC(S(O)(=O)=O)=CC=1.C(=O)([O-])O.[Na+]. (2) Given the product [Br:1][C:2]1[CH:8]=[C:7]([C:13]#[C:12][Si:14]([CH3:17])([CH3:16])[CH3:15])[C:5]([NH2:6])=[C:4]([F:10])[C:3]=1[Cl:11], predict the reactants needed to synthesize it. The reactants are: [Br:1][C:2]1[CH:8]=[C:7](I)[C:5]([NH2:6])=[C:4]([F:10])[C:3]=1[Cl:11].[C:12]([Si:14]([CH3:17])([CH3:16])[CH3:15])#[CH:13].CCN(CC)CC. (3) Given the product [Cl:10][C:3]1[C:2]([B:11]2[O:15][C:14]([CH3:17])([CH3:16])[C:13]([CH3:19])([CH3:18])[O:12]2)=[CH:8][C:7]([F:9])=[CH:6][C:4]=1[NH2:5], predict the reactants needed to synthesize it. The reactants are: Br[C:2]1[C:3]([Cl:10])=[C:4]([CH:6]=[C:7]([F:9])[CH:8]=1)[NH2:5].[B:11]1([B:11]2[O:15][C:14]([CH3:17])([CH3:16])[C:13]([CH3:19])([CH3:18])[O:12]2)[O:15][C:14]([CH3:17])([CH3:16])[C:13]([CH3:19])([CH3:18])[O:12]1.C([O-])(=O)C.[K+]. (4) Given the product [CH:72]1([C:46]2([N:13]([CH2:12][C:11]3[CH:49]=[C:50]([CH2:52][CH2:53][CH2:54][O:55][CH3:56])[CH:51]=[C:9]([OH:8])[CH:10]=3)[C:14](=[O:45])[CH:15]([CH2:25][C:26]3[CH:31]=[CH:30][C:29]([O:32][CH2:33][CH2:34][O:35][C:36]4[C:41]([Cl:42])=[CH:40][C:39]([CH3:43])=[CH:38][C:37]=4[Cl:44])=[CH:28][CH:27]=3)[CH2:16][NH:17][C:18](=[O:24])[O:19][C:20]([CH3:23])([CH3:22])[CH3:21])[CH2:47][CH2:48]2)[CH2:73][CH2:74]1, predict the reactants needed to synthesize it. The reactants are: [Si]([O:8][C:9]1[CH:10]=[C:11]([CH:49]=[C:50]([CH2:52][CH2:53][CH2:54][O:55][CH3:56])[CH:51]=1)[CH2:12][N:13]([CH:46]1[CH2:48][CH2:47]1)[C:14](=[O:45])[CH:15]([CH2:25][C:26]1[CH:31]=[CH:30][C:29]([O:32][CH2:33][CH2:34][O:35][C:36]2[C:41]([Cl:42])=[CH:40][C:39]([CH3:43])=[CH:38][C:37]=2[Cl:44])=[CH:28][CH:27]=1)[CH2:16][NH:17][C:18](=[O:24])[O:19][C:20]([CH3:23])([CH3:22])[CH3:21])(C(C)(C)C)(C)C.[F-].C([N+](C[CH2:72][CH2:73][CH3:74])(CCCC)CCCC)CCC. (5) Given the product [CH3:18][O:19][C:20]1[CH:21]=[C:22]2[C:27](=[CH:28][CH:29]=1)[CH2:26][N:25]([C:2]1[N:7]=[C:6]([NH:8][C:9]3[CH:10]=[C:11]4[C:15](=[CH:16][CH:17]=3)[NH:14][N:13]=[CH:12]4)[CH:5]=[CH:4][N:3]=1)[CH2:24][CH2:23]2, predict the reactants needed to synthesize it. The reactants are: Cl[C:2]1[N:7]=[C:6]([NH:8][C:9]2[CH:10]=[C:11]3[C:15](=[CH:16][CH:17]=2)[NH:14][N:13]=[CH:12]3)[CH:5]=[CH:4][N:3]=1.[CH3:18][O:19][C:20]1[CH:21]=[C:22]2[C:27](=[CH:28][CH:29]=1)[CH2:26][NH:25][CH2:24][CH2:23]2.C([O-])([O-])=O.[K+].[K+]. (6) Given the product [Br:1][C:2]1[CH:7]=[C:6]([NH2:8])[CH:5]=[C:4]([NH:11][C:12]2[N:17]=[C:16]([C:18]([F:20])([F:21])[F:19])[CH:15]=[CH:14][N:13]=2)[CH:3]=1, predict the reactants needed to synthesize it. The reactants are: [Br:1][C:2]1[CH:3]=[C:4]([NH:11][C:12]2[N:17]=[C:16]([C:18]([F:21])([F:20])[F:19])[CH:15]=[CH:14][N:13]=2)[CH:5]=[C:6]([N+:8]([O-])=O)[CH:7]=1.[NH4+].[Cl-].